The task is: Predict the reactants needed to synthesize the given product.. This data is from Full USPTO retrosynthesis dataset with 1.9M reactions from patents (1976-2016). (1) Given the product [C:43]([O:21][CH2:20]/[CH:19]=[C:17](/[CH2:16][CH2:15]/[CH:14]=[C:12](\[CH3:13])/[CH2:11][CH2:1]/[CH:2]=[C:3](/[CH2:5][CH2:6][CH:7]=[C:8]([CH3:10])[CH3:9])\[CH3:4])\[CH3:18])(=[O:44])[CH:42]=[CH:41][CH:40]=[CH:39][CH:38]=[CH:37][CH:36]=[CH:35][CH:34]=[CH:33][CH:32]=[CH:31][CH2:30][CH2:29][CH2:28][CH2:27][CH2:26][CH2:25][CH2:24][CH2:23][CH3:22], predict the reactants needed to synthesize it. The reactants are: [CH2:1]([CH2:11][C:12](=[CH:14][CH2:15][CH2:16]/[C:17](=[CH:19]/[CH2:20][OH:21])/[CH3:18])[CH3:13])/[CH:2]=[C:3](/[CH2:5][CH2:6][CH:7]=[C:8]([CH3:10])[CH3:9])\[CH3:4].[CH3:22][CH2:23]/[CH:24]=[CH:25]/[CH2:26]/[CH:27]=[CH:28]/[CH2:29]/[CH:30]=[CH:31]/[CH2:32]/[CH:33]=[CH:34]/[CH2:35]/[CH:36]=[CH:37]/[CH2:38]/[CH:39]=[CH:40]/[CH2:41][CH2:42][C:43](OCC(CO[C:43]([CH2:42][CH2:41]/[CH:40]=[CH:39]/[CH2:38]/[CH:37]=[CH:36]/[CH2:35]/[CH:34]=[CH:33]/[CH2:32]/[CH:31]=[CH:30]/[CH2:29]/[CH:28]=[CH:27]/[CH2:26]/[CH:25]=[CH:24]/[CH2:23][CH3:22])=[O:44])O[C:43]([CH2:42][CH2:41]/[CH:40]=[CH:39]/[CH2:38]/[CH:37]=[CH:36]/[CH2:35]/[CH:34]=[CH:33]/[CH2:32]/[CH:31]=[CH:30]/[CH2:29]/[CH:28]=[CH:27]/[CH2:26]/[CH:25]=[CH:24]/[CH2:23][CH3:22])=[O:44])=[O:44].CCCCCC. (2) Given the product [CH3:25][N:26]1[C:27](=[O:59])[C:28]([NH:41][C:42]2[CH:47]=[CH:46][C:45]([N:48]3[CH2:53][CH2:52][N:51]([CH:54]4[CH2:55][O:56][CH2:57]4)[CH2:50][C@@H:49]3[CH3:58])=[CH:44][N:43]=2)=[CH:29][C:30]([C:2]2[CH:7]=[CH:6][N:5]=[C:4]([N:8]3[C:20](=[O:21])[C:19]4[N:11]([C:12]5[C@H:13]6[CH2:22][C@@H:16]([C:17]=5[CH:18]=4)[CH2:15][CH2:14]6)[CH2:10][CH2:9]3)[C:3]=2[CH:23]=[O:24])=[CH:31]1, predict the reactants needed to synthesize it. The reactants are: Cl[C:2]1[CH:7]=[CH:6][N:5]=[C:4]([N:8]2[C:20](=[O:21])[C:19]3[N:11]([C:12]4[C@H:13]5[CH2:22][C@@H:16]([C:17]=4[CH:18]=3)[CH2:15][CH2:14]5)[CH2:10][CH2:9]2)[C:3]=1[CH:23]=[O:24].[CH3:25][N:26]1[CH:31]=[C:30](B2OC(C)(C)C(C)(C)O2)[CH:29]=[C:28]([NH:41][C:42]2[CH:47]=[CH:46][C:45]([N:48]3[CH2:53][CH2:52][N:51]([CH:54]4[CH2:57][O:56][CH2:55]4)[CH2:50][C@@H:49]3[CH3:58])=[CH:44][N:43]=2)[C:27]1=[O:59].[O-]P([O-])([O-])=O.[K+].[K+].[K+].C([O-])(=O)C.[Na+]. (3) Given the product [CH3:37][O:36][N:35]([CH3:34])[C:29](=[O:31])[C:27]([NH:26][C:16](=[O:17])[O:18][CH2:19][C:20]1[CH:21]=[CH:22][CH:23]=[CH:24][CH:25]=1)([CH3:28])[CH3:32], predict the reactants needed to synthesize it. The reactants are: CN1CCOCC1.C(OC(Cl)=O)C(C)C.[C:16]([NH:26][C:27]([CH3:32])([C:29]([OH:31])=O)[CH3:28])([O:18][CH2:19][C:20]1[CH:25]=[CH:24][CH:23]=[CH:22][CH:21]=1)=[O:17].Cl.[CH3:34][NH:35][O:36][CH3:37].Cl.